From a dataset of Forward reaction prediction with 1.9M reactions from USPTO patents (1976-2016). Predict the product of the given reaction. (1) The product is: [O:12]=[C:13]1[NH:15][C:16]2[CH:17]=[N:18][CH:19]=[CH:20][C:21]=2[CH2:22][N:23]1[CH:24]1[CH2:29][CH2:28][N:27]([C:30]([O:32][CH2:33][CH3:34])=[O:31])[CH2:26][CH2:25]1. Given the reactants FC(F)(F)C(O)=O.C([O:12][C:13]([NH:15][C:16]1[CH:17]=[N:18][CH:19]=[CH:20][C:21]=1[CH2:22][NH:23][CH:24]1[CH2:29][CH2:28][N:27]([C:30]([O:32][CH2:33][CH3:34])=[O:31])[CH2:26][CH2:25]1)=O)(C)(C)C.C(N1C=CN=C1)(N1C=CN=C1)=O, predict the reaction product. (2) The product is: [N:8]([C:4]1[S:5][C:6]([CH3:7])=[C:2]([CH3:1])[C:3]=1[C:9]1[O:13][N:12]=[C:11]([C:14]([F:16])([F:17])[F:15])[N:10]=1)=[C:19]=[O:21]. Given the reactants [CH3:1][C:2]1[C:3]([C:9]2[O:13][N:12]=[C:11]([C:14]([F:17])([F:16])[F:15])[N:10]=2)=[C:4]([NH2:8])[S:5][C:6]=1[CH3:7].Cl[C:19](Cl)([O:21]C(=O)OC(Cl)(Cl)Cl)Cl, predict the reaction product. (3) Given the reactants [F:1][C:2]1[CH:22]=[C:21]([N+:23]([O-])=O)[CH:20]=[CH:19][C:3]=1[O:4][C:5]1[C:14]2[C:9](=[CH:10][C:11]([O:17][CH3:18])=[C:12]([O:15][CH3:16])[CH:13]=2)[N:8]=[CH:7][CH:6]=1.[H][H], predict the reaction product. The product is: [CH3:16][O:15][C:12]1[CH:13]=[C:14]2[C:9](=[CH:10][C:11]=1[O:17][CH3:18])[N:8]=[CH:7][CH:6]=[C:5]2[O:4][C:3]1[CH:19]=[CH:20][C:21]([NH2:23])=[CH:22][C:2]=1[F:1]. (4) Given the reactants Br[C:2]1[CH:7]=[CH:6][C:5]([CH:8]2[O:12][CH2:11][CH2:10][O:9]2)=[CH:4][N:3]=1.[CH3:13][N:14](C=O)C, predict the reaction product. The product is: [O:9]1[CH2:10][CH2:11][O:12][CH:8]1[C:5]1[CH:6]=[CH:7][C:2]([C:13]#[N:14])=[N:3][CH:4]=1. (5) Given the reactants C(Br)C#C.ClCCl.[OH-].[Na+].[N:10]1(CCO)[C:22]2[C:21]3[CH:20]=[CH:19][CH:18]=[CH:17][C:16]=3[N:15]=[CH:14][C:13]=2[N:12]=[CH:11]1, predict the reaction product. The product is: [NH:10]1[C:22]2[C:21]3[CH:20]=[CH:19][CH:18]=[CH:17][C:16]=3[N:15]=[CH:14][C:13]=2[N:12]=[CH:11]1.